From a dataset of NCI-60 drug combinations with 297,098 pairs across 59 cell lines. Regression. Given two drug SMILES strings and cell line genomic features, predict the synergy score measuring deviation from expected non-interaction effect. (1) Drug 1: C1CCN(CC1)CCOC2=CC=C(C=C2)C(=O)C3=C(SC4=C3C=CC(=C4)O)C5=CC=C(C=C5)O. Drug 2: C1=CN(C(=O)N=C1N)C2C(C(C(O2)CO)O)O.Cl. Cell line: HCC-2998. Synergy scores: CSS=18.1, Synergy_ZIP=1.40, Synergy_Bliss=0.144, Synergy_Loewe=-21.4, Synergy_HSA=-1.56. (2) Drug 1: CC12CCC(CC1=CCC3C2CCC4(C3CC=C4C5=CN=CC=C5)C)O. Drug 2: CCCCC(=O)OCC(=O)C1(CC(C2=C(C1)C(=C3C(=C2O)C(=O)C4=C(C3=O)C=CC=C4OC)O)OC5CC(C(C(O5)C)O)NC(=O)C(F)(F)F)O. Cell line: M14. Synergy scores: CSS=0.997, Synergy_ZIP=-1.19, Synergy_Bliss=-0.966, Synergy_Loewe=-0.495, Synergy_HSA=-0.900. (3) Drug 1: CN(C)C1=NC(=NC(=N1)N(C)C)N(C)C. Drug 2: CC1=C(C=C(C=C1)C(=O)NC2=CC(=CC(=C2)C(F)(F)F)N3C=C(N=C3)C)NC4=NC=CC(=N4)C5=CN=CC=C5. Cell line: OVCAR-8. Synergy scores: CSS=-6.84, Synergy_ZIP=3.18, Synergy_Bliss=2.08, Synergy_Loewe=-6.69, Synergy_HSA=-4.02. (4) Drug 1: CCC1(CC2CC(C3=C(CCN(C2)C1)C4=CC=CC=C4N3)(C5=C(C=C6C(=C5)C78CCN9C7C(C=CC9)(C(C(C8N6C)(C(=O)OC)O)OC(=O)C)CC)OC)C(=O)OC)O.OS(=O)(=O)O. Drug 2: C1CN(CCN1C(=O)CCBr)C(=O)CCBr. Cell line: HCC-2998. Synergy scores: CSS=30.6, Synergy_ZIP=0.313, Synergy_Bliss=-1.23, Synergy_Loewe=0.371, Synergy_HSA=0.783. (5) Drug 1: CC1=C2C(C(=O)C3(C(CC4C(C3C(C(C2(C)C)(CC1OC(=O)C(C(C5=CC=CC=C5)NC(=O)C6=CC=CC=C6)O)O)OC(=O)C7=CC=CC=C7)(CO4)OC(=O)C)O)C)OC(=O)C. Drug 2: CS(=O)(=O)CCNCC1=CC=C(O1)C2=CC3=C(C=C2)N=CN=C3NC4=CC(=C(C=C4)OCC5=CC(=CC=C5)F)Cl. Cell line: COLO 205. Synergy scores: CSS=46.2, Synergy_ZIP=14.2, Synergy_Bliss=15.7, Synergy_Loewe=-9.76, Synergy_HSA=15.8. (6) Drug 1: COC1=C2C(=CC3=C1OC=C3)C=CC(=O)O2. Drug 2: B(C(CC(C)C)NC(=O)C(CC1=CC=CC=C1)NC(=O)C2=NC=CN=C2)(O)O. Cell line: UO-31. Synergy scores: CSS=38.3, Synergy_ZIP=-0.240, Synergy_Bliss=-3.67, Synergy_Loewe=-58.2, Synergy_HSA=-8.46.